From a dataset of Catalyst prediction with 721,799 reactions and 888 catalyst types from USPTO. Predict which catalyst facilitates the given reaction. (1) Reactant: [N:1]([CH2:4][C@@H:5]1[CH2:14][C:13]2[C:8](=[CH:9][CH:10]=[CH:11][CH:12]=2)[CH2:7][N:6]1C(OC(C)(C)C)=O)=[N+:2]=[N-:3].C(O)(C(F)(F)F)=O. Product: [N:1]([CH2:4][C@@H:5]1[CH2:14][C:13]2[C:8](=[CH:9][CH:10]=[CH:11][CH:12]=2)[CH2:7][NH:6]1)=[N+:2]=[N-:3]. The catalyst class is: 2. (2) Reactant: CO.[BH4-].[Na+].[CH:5]1([C:8]2[CH:9]=[CH:10][C:11]3[N:12]([N:14]=[C:15]([C:29]4[CH:34]=[CH:33][CH:32]=[CH:31][CH:30]=4)[C:16]=3[C:17]([C:19]3[N:24]=[C:23]([C:25]([O:27][CH3:28])=[O:26])[CH:22]=[CH:21][CH:20]=3)=[O:18])[CH:13]=2)[CH2:7][CH2:6]1.[Cl-].[NH4+]. Product: [CH:5]1([C:8]2[CH:9]=[CH:10][C:11]3[N:12]([N:14]=[C:15]([C:29]4[CH:30]=[CH:31][CH:32]=[CH:33][CH:34]=4)[C:16]=3[CH:17]([OH:18])[C:19]3[N:24]=[C:23]([C:25]([O:27][CH3:28])=[O:26])[CH:22]=[CH:21][CH:20]=3)[CH:13]=2)[CH2:7][CH2:6]1. The catalyst class is: 4. (3) Reactant: Cl[C:2]1=[N:3][C:4]2[CH:27]=[CH:26][CH:25]=[CH:24][C:5]=2[O:6][C:7]2[CH:12]=[CH:11][C:10]([C:13]3[CH:23]=[CH:22][C:16]([C:17]([O:19][CH2:20][CH3:21])=[O:18])=[CH:15][CH:14]=3)=[CH:9][C:8]1=2.[NH:28]1[CH2:33][CH2:32][O:31][CH2:30][CH2:29]1. Product: [O:31]1[CH2:32][CH2:33][N:28]([C:2]2=[N:3][C:4]3[CH:27]=[CH:26][CH:25]=[CH:24][C:5]=3[O:6][C:7]3[CH:12]=[CH:11][C:10]([C:13]4[CH:23]=[CH:22][C:16]([C:17]([O:19][CH2:20][CH3:21])=[O:18])=[CH:15][CH:14]=4)=[CH:9][C:8]2=3)[CH2:29][CH2:30]1. The catalyst class is: 133. (4) Reactant: [Li+].C[Si]([N-][Si](C)(C)C)(C)C.[NH2:11][C:12]1[CH:13]=[CH:14][C:15]([Cl:18])=[N:16][CH:17]=1.F[C:20]1[C:25]([C:26]2[N:31]=[C:30]([CH3:32])[N:29]=[C:28]([N:33]([CH2:43][C:44]3[CH:49]=[CH:48][C:47]([O:50][CH3:51])=[CH:46][CH:45]=3)[CH2:34][C:35]3[CH:40]=[CH:39][C:38]([O:41][CH3:42])=[CH:37][CH:36]=3)[N:27]=2)=[CH:24][CH:23]=[CH:22][N:21]=1.Cl. Product: [Cl:18][C:15]1[N:16]=[CH:17][C:12]([NH:11][C:20]2[C:25]([C:26]3[N:31]=[C:30]([CH3:32])[N:29]=[C:28]([N:33]([CH2:34][C:35]4[CH:36]=[CH:37][C:38]([O:41][CH3:42])=[CH:39][CH:40]=4)[CH2:43][C:44]4[CH:45]=[CH:46][C:47]([O:50][CH3:51])=[CH:48][CH:49]=4)[N:27]=3)=[CH:24][CH:23]=[CH:22][N:21]=2)=[CH:13][CH:14]=1. The catalyst class is: 387. (5) Reactant: ClC1C=CC=C(C(OO)=[O:9])C=1.[CH3:12][S:13][C:14]1[N:26]=[CH:25][C:17]2=[CH:18][C:19]3[C:24]([N:16]2[N:15]=1)=[CH:23][CH:22]=[CH:21][CH:20]=3.C([O-])(O)=O.[Na+]. Product: [CH3:12][S:13]([C:14]1[N:26]=[CH:25][C:17]2=[CH:18][C:19]3[C:24]([N:16]2[N:15]=1)=[CH:23][CH:22]=[CH:21][CH:20]=3)=[O:9]. The catalyst class is: 46.